From a dataset of Forward reaction prediction with 1.9M reactions from USPTO patents (1976-2016). Predict the product of the given reaction. (1) Given the reactants Cl[C:2]1[N:3]=[N:4][C:5]([Cl:11])=[CH:6][C:7]=1[C:8]([OH:10])=[O:9].[NH2:12][NH2:13], predict the reaction product. The product is: [Cl:11][C:5]1[N:4]=[N:3][C:2]([NH:12][NH2:13])=[C:7]([C:8]([OH:10])=[O:9])[CH:6]=1. (2) Given the reactants COC(=O)[C@@H](N)C[C:6]1[C:14]2[C:9](=[CH:10][CH:11]=[CH:12][CH:13]=2)[N:8](CC2C=C(Cl)C=C(Cl)C=2)[CH:7]=1.FC(F)(F)C(O)=O, predict the reaction product. The product is: [NH:8]1[C:9]2[C:14](=[CH:13][CH:12]=[CH:11][CH:10]=2)[CH:6]=[CH:7]1. (3) Given the reactants CS(O)(=O)=O.[CH2:6]([O:8][C:9]([CH:11]1[CH2:18][CH:17]2[N:19]([CH2:20][C:21]([O:23][CH2:24][CH3:25])=[O:22])[CH:13]([CH2:14][C:15](=[O:26])[CH2:16]2)[CH2:12]1)=[O:10])[CH3:7].C[O-].[Na+].[BH4-].[Na+].[O-]CC.[Na+].Cl, predict the reaction product. The product is: [CH2:6]([O:8][C:9]([CH:11]1[CH2:18][CH:17]2[N:19]([CH2:20][C:21]([O:23][CH2:24][CH3:25])=[O:22])[CH:13]([CH2:14][CH:15]([OH:26])[CH2:16]2)[CH2:12]1)=[O:10])[CH3:7]. (4) Given the reactants [Cl:1][C:2]1[N:7]=[C:6]([Cl:8])[CH:5]=[C:4]([C:9]2[NH:10][CH:11]=[CH:12][N:13]=2)[N:3]=1.[C:14]([O-])([O-])=O.[K+].[K+].CI, predict the reaction product. The product is: [Cl:1][C:2]1[N:7]=[C:6]([Cl:8])[CH:5]=[C:4]([C:9]2[N:13]([CH3:14])[CH:12]=[CH:11][N:10]=2)[N:3]=1. (5) The product is: [CH3:1][O:2][C:3]1[CH:4]=[C:5]([C:13]2[CH:18]=[CH:17][C:16]([C:19]3[O:20][C:21]([CH3:32])=[C:22]([CH2:24][CH2:25][N:26]4[CH2:30][CH2:29][CH2:28][C@H:27]4[CH3:31])[N:23]=3)=[CH:15][CH:14]=2)[CH:6]=[CH:7][CH:8]=1. Given the reactants [CH3:1][O:2][C:3]1[CH:4]=[C:5](B(O)O)[CH:6]=[CH:7][CH:8]=1.Br[C:13]1[CH:18]=[CH:17][C:16]([C:19]2[O:20][C:21]([CH3:32])=[C:22]([CH2:24][CH2:25][N:26]3[CH2:30][CH2:29][CH2:28][C@H:27]3[CH3:31])[N:23]=2)=[CH:15][CH:14]=1, predict the reaction product. (6) Given the reactants Br[C:2]1[S:6][C:5]2=[N:7][CH:8]=[C:9]([I:10])[N:4]2[N:3]=1.[C:11]([O:15][C:16]([N:18]1[CH2:23][CH2:22][CH:21]([O:24][C:25]2[CH:30]=[CH:29][C:28](B3OC(C)(C)C(C)(C)O3)=[CH:27][C:26]=2[O:40][CH3:41])[CH2:20][CH2:19]1)=[O:17])([CH3:14])([CH3:13])[CH3:12].C([O-])([O-])=O.[Cs+].[Cs+].O, predict the reaction product. The product is: [C:11]([O:15][C:16]([N:18]1[CH2:23][CH2:22][CH:21]([O:24][C:25]2[CH:30]=[CH:29][C:28]([C:2]3[S:6][C:5]4=[N:7][CH:8]=[C:9]([I:10])[N:4]4[N:3]=3)=[CH:27][C:26]=2[O:40][CH3:41])[CH2:20][CH2:19]1)=[O:17])([CH3:14])([CH3:13])[CH3:12].